From a dataset of NCI-60 drug combinations with 297,098 pairs across 59 cell lines. Regression. Given two drug SMILES strings and cell line genomic features, predict the synergy score measuring deviation from expected non-interaction effect. (1) Drug 1: CN1CCC(CC1)COC2=C(C=C3C(=C2)N=CN=C3NC4=C(C=C(C=C4)Br)F)OC. Drug 2: C1=CC(=CC=C1C#N)C(C2=CC=C(C=C2)C#N)N3C=NC=N3. Cell line: IGROV1. Synergy scores: CSS=54.5, Synergy_ZIP=0.676, Synergy_Bliss=2.05, Synergy_Loewe=-9.49, Synergy_HSA=3.46. (2) Drug 1: CC1=C(N=C(N=C1N)C(CC(=O)N)NCC(C(=O)N)N)C(=O)NC(C(C2=CN=CN2)OC3C(C(C(C(O3)CO)O)O)OC4C(C(C(C(O4)CO)O)OC(=O)N)O)C(=O)NC(C)C(C(C)C(=O)NC(C(C)O)C(=O)NCCC5=NC(=CS5)C6=NC(=CS6)C(=O)NCCC[S+](C)C)O. Drug 2: CC(C)CN1C=NC2=C1C3=CC=CC=C3N=C2N. Cell line: OVCAR-5. Synergy scores: CSS=40.9, Synergy_ZIP=-1.68, Synergy_Bliss=-3.07, Synergy_Loewe=-5.68, Synergy_HSA=-2.98. (3) Drug 1: C1CC(C1)(C(=O)O)C(=O)O.[NH2-].[NH2-].[Pt+2]. Drug 2: CC1CCC2CC(C(=CC=CC=CC(CC(C(=O)C(C(C(=CC(C(=O)CC(OC(=O)C3CCCCN3C(=O)C(=O)C1(O2)O)C(C)CC4CCC(C(C4)OC)OCCO)C)C)O)OC)C)C)C)OC. Cell line: SW-620. Synergy scores: CSS=5.57, Synergy_ZIP=-1.10, Synergy_Bliss=0.414, Synergy_Loewe=-2.19, Synergy_HSA=-2.11. (4) Drug 1: CC1C(C(CC(O1)OC2CC(CC3=C2C(=C4C(=C3O)C(=O)C5=C(C4=O)C(=CC=C5)OC)O)(C(=O)CO)O)N)O.Cl. Drug 2: CCC1=CC2CC(C3=C(CN(C2)C1)C4=CC=CC=C4N3)(C5=C(C=C6C(=C5)C78CCN9C7C(C=CC9)(C(C(C8N6C)(C(=O)OC)O)OC(=O)C)CC)OC)C(=O)OC.C(C(C(=O)O)O)(C(=O)O)O. Cell line: MDA-MB-231. Synergy scores: CSS=27.9, Synergy_ZIP=-3.49, Synergy_Bliss=-4.32, Synergy_Loewe=-2.82, Synergy_HSA=-2.14.